Dataset: Forward reaction prediction with 1.9M reactions from USPTO patents (1976-2016). Task: Predict the product of the given reaction. (1) Given the reactants [OH:1][C:2]1[CH:9]=[C:8]([CH3:10])[CH:7]=[C:6]([CH3:11])[C:3]=1[CH:4]=[O:5].C(N(C(C)C)CC)(C)C.[CH3:21][O:22][CH2:23]Cl.O, predict the reaction product. The product is: [CH3:21][O:22][CH2:23][O:1][C:2]1[CH:9]=[C:8]([CH3:10])[CH:7]=[C:6]([CH3:11])[C:3]=1[CH:4]=[O:5]. (2) Given the reactants [NH:1]1[CH2:6][CH2:5][CH:4]([NH:7][C:8]2[C:17]3[C:12](=[CH:13][CH:14]=[C:15]([C:18]([F:21])([F:20])[F:19])[CH:16]=3)[O:11][C:10](=[O:22])[CH:9]=2)[CH2:3][CH2:2]1.[CH:23]1[C:28]([CH:29]=O)=[CH:27][C:26]2[O:31][CH2:32][O:33][C:25]=2[CH:24]=1, predict the reaction product. The product is: [O:33]1[C:25]2[CH:24]=[CH:23][C:28]([CH2:29][N:1]3[CH2:2][CH2:3][CH:4]([NH:7][C:8]4[C:17]5[C:12](=[CH:13][CH:14]=[C:15]([C:18]([F:20])([F:19])[F:21])[CH:16]=5)[O:11][C:10](=[O:22])[CH:9]=4)[CH2:5][CH2:6]3)=[CH:27][C:26]=2[O:31][CH2:32]1. (3) Given the reactants Cl[C:2]1[CH:7]=[C:6]([O:8][CH:9]([C:14]2[CH:19]=[CH:18][CH:17]=[CH:16][C:15]=2[C:20]2[CH:24]=[C:23]([CH3:25])[S:22][CH:21]=2)[C:10]([F:13])([F:12])[F:11])[N:5]=[C:4]([NH2:26])[N:3]=1.B([C:30]1[CH:41]=[CH:40][C:33]([CH2:34][C@@H:35]([C:37]([OH:39])=[O:38])[NH2:36])=[CH:32][CH:31]=1)(O)O.C(#N)C.C(=O)([O-])[O-].[Na+].[Na+], predict the reaction product. The product is: [NH2:36][C@@H:35]([CH2:34][C:33]1[CH:40]=[CH:41][C:30]([C:2]2[CH:7]=[C:6]([O:8][CH:9]([C:14]3[CH:19]=[CH:18][CH:17]=[CH:16][C:15]=3[C:20]3[CH:24]=[C:23]([CH3:25])[S:22][CH:21]=3)[C:10]([F:13])([F:12])[F:11])[N:5]=[C:4]([NH2:26])[N:3]=2)=[CH:31][CH:32]=1)[C:37]([OH:39])=[O:38]. (4) Given the reactants [C:1]([O:4][C:5]1[CH:10]=[CH:9][C:8]([OH:11])=[CH:7][C:6]=1[CH3:12])(=[O:3])[CH3:2].N1C=CC=CC=1.[F:19][C:20]([F:33])([F:32])[S:21](O[S:21]([C:20]([F:33])([F:32])[F:19])(=[O:23])=[O:22])(=[O:23])=[O:22].Cl, predict the reaction product. The product is: [C:1]([O:4][C:5]1[CH:10]=[CH:9][C:8]([O:11][S:21]([C:20]([F:33])([F:32])[F:19])(=[O:23])=[O:22])=[CH:7][C:6]=1[CH3:12])(=[O:3])[CH3:2].